From a dataset of Full USPTO retrosynthesis dataset with 1.9M reactions from patents (1976-2016). Predict the reactants needed to synthesize the given product. (1) Given the product [Br:4][C:5]1[C:6]2[N:7]([C:24]([CH3:27])=[N:25][N:26]=2)[C:8]2[CH:13]=[C:12]([CH3:14])[NH:11][C:9]=2[CH:10]=1, predict the reactants needed to synthesize it. The reactants are: [OH-].[Na+].O.[Br:4][C:5]1[C:6]2[N:7]([C:24]([CH3:27])=[N:25][N:26]=2)[C:8]2[CH:13]=[C:12]([CH3:14])[N:11](S(C3C=CC=CC=3)(=O)=O)[C:9]=2[CH:10]=1. (2) The reactants are: [CH:1]1(/[CH:6]=[CH:7]/[C@H:8]([C@@H:10]2[O:14][C:13](=[O:15])[C@H:12]([O:16][CH3:17])[C@@H:11]2[OH:18])[OH:9])[CH2:5][CH2:4][CH2:3][CH2:2]1.Cl.[NH2:20][C@H:21]1[CH2:27][CH2:26][C:25]2[CH:28]=[C:29]([C:32]3[CH:37]=[CH:36][CH:35]=[CH:34][CH:33]=3)[CH:30]=[CH:31][C:24]=2[NH:23][C:22]1=[O:38].C(C(CCCC)C([O-])=O)C.[Na+]. Given the product [CH:1]1(/[CH:6]=[CH:7]/[C@@H:8]([OH:9])[C@H:10]([OH:14])[C@@H:11]([OH:18])[C@@H:12]([O:16][CH3:17])[C:13]([NH:20][C@H:21]2[CH2:27][CH2:26][C:25]3[CH:28]=[C:29]([C:32]4[CH:33]=[CH:34][CH:35]=[CH:36][CH:37]=4)[CH:30]=[CH:31][C:24]=3[NH:23][C:22]2=[O:38])=[O:15])[CH2:5][CH2:4][CH2:3][CH2:2]1, predict the reactants needed to synthesize it.